Dataset: TCR-epitope binding with 47,182 pairs between 192 epitopes and 23,139 TCRs. Task: Binary Classification. Given a T-cell receptor sequence (or CDR3 region) and an epitope sequence, predict whether binding occurs between them. (1) The epitope is ITEEVGHTDLMAAY. The TCR CDR3 sequence is CASSQVPGGSGPNTEAFF. Result: 1 (the TCR binds to the epitope). (2) The epitope is EIYKRWII. The TCR CDR3 sequence is CAISESGYGGPPGANVLTF. Result: 0 (the TCR does not bind to the epitope). (3) The epitope is SGPLKAEIAQRLED. The TCR CDR3 sequence is CASSSGTSGAGEQFF. Result: 0 (the TCR does not bind to the epitope). (4) The epitope is YFPLQSYGF. The TCR CDR3 sequence is CASSQDLPTGVNYGYTF. Result: 1 (the TCR binds to the epitope). (5) The epitope is HTDFSSEIIGY. The TCR CDR3 sequence is CASSLSDVSWNTEAFF. Result: 0 (the TCR does not bind to the epitope).